From a dataset of Reaction yield outcomes from USPTO patents with 853,638 reactions. Predict the reaction yield, written as a fraction of the theoretical maximum amount of product (1.0 means a 100% yield; for example, 0.34 means a 34% yield). (1) The reactants are Br[C:2]1[C:15]2[C:16]3=[C:17]4[C:12](=[CH:13][CH:14]=2)[CH:11]=[CH:10][C:9](Br)=[C:8]4[CH:7]=[CH:6][C:5]3=[CH:4][CH:3]=1.[C:19]1(B(O)O)[CH:24]=[CH:23][CH:22]=[CH:21][CH:20]=1.C(=O)([O-])[O-].[Na+].[Na+].[C:34]1(C)[CH:39]=[CH:38][CH:37]=[CH:36][CH:35]=1. The catalyst is O. The product is [C:19]1([C:2]2[C:15]3[C:16]4=[C:17]5[C:12](=[CH:13][CH:14]=3)[CH:11]=[CH:10][C:9]([C:34]3[CH:39]=[CH:38][CH:37]=[CH:36][CH:35]=3)=[C:8]5[CH:7]=[CH:6][C:5]4=[CH:4][CH:3]=2)[CH:24]=[CH:23][CH:22]=[CH:21][CH:20]=1. The yield is 0.990. (2) The yield is 0.380. The reactants are Cl[C:2]1[C:11]2[C:6](=[CH:7][C:8]([O:14][CH2:15][CH2:16][CH2:17][N:18]3[CH2:23][CH2:22][CH2:21][CH2:20][CH2:19]3)=[C:9]([O:12][CH3:13])[CH:10]=2)[N:5]=[CH:4][N:3]=1.C(=O)([O-])[O-].[K+].[K+].[OH:30][C:31]1[CH:32]=[C:33]2[C:37](=[CH:38][C:39]=1[O:40][CH3:41])[NH:36][CH:35]=[CH:34]2. The product is [CH3:41][O:40][C:39]1[CH:38]=[C:37]2[C:33]([CH:34]=[CH:35][NH:36]2)=[CH:32][C:31]=1[O:30][C:2]1[C:11]2[C:6](=[CH:7][C:8]([O:14][CH2:15][CH2:16][CH2:17][N:18]3[CH2:23][CH2:22][CH2:21][CH2:20][CH2:19]3)=[C:9]([O:12][CH3:13])[CH:10]=2)[N:5]=[CH:4][N:3]=1. The catalyst is CC(N(C)C)=O. (3) The reactants are [Cl:1][C:2]1[CH:8]=[CH:7][C:5]([NH2:6])=[CH:4][CH:3]=1.[N:9]([O-])=O.[Na+].C([O-])(=O)C.[Na+].[C:18]([CH2:21][C:22](=[O:24])[CH3:23])(=[O:20])[CH3:19]. The catalyst is C(O)(=O)C.Cl.O.C(O)C. The product is [Cl:1][C:2]1[CH:8]=[CH:7][C:5]([NH:6][N:9]=[C:21]([C:22](=[O:24])[CH3:23])[C:18](=[O:20])[CH3:19])=[CH:4][CH:3]=1. The yield is 0.900. (4) The reactants are [OH:1][C:2]1[CH:3]=[C:4]([C:8]2[C:16]3[C:11](=[CH:12][CH:13]=[C:14]([C:17]#[N:18])[CH:15]=3)[N:10](C3CCCCO3)[N:9]=2)[CH:5]=[CH:6][CH:7]=1.C1(P(C2C=CC=CC=2)C2C=CC=CC=2)C=CC=CC=1.O[CH2:45][CH2:46][N:47]1[CH2:52][CH2:51][O:50][CH2:49][CH2:48]1.N(C(OCC)=O)=NC(OCC)=O.[N:65]([Sn](CCCC)(CCCC)CCCC)=[N+:66]=[N-:67]. The catalyst is CCOC(C)=O.C1(C)C=CC=CC=1.C1COCC1. The product is [NH:18]1[C:17]([C:14]2[CH:15]=[C:16]3[C:11](=[CH:12][CH:13]=2)[NH:10][N:9]=[C:8]3[C:4]2[CH:5]=[CH:6][CH:7]=[C:2]([O:1][CH2:45][CH2:46][N:47]3[CH2:52][CH2:51][O:50][CH2:49][CH2:48]3)[CH:3]=2)=[N:67][N:66]=[N:65]1. The yield is 0.0882. (5) The reactants are [CH:1]([N:4]1[C:12]2[C:7](=[CH:8][CH:9]=[C:10]([N+:13]([O-])=O)[CH:11]=2)[CH:6]=[N:5]1)([CH3:3])[CH3:2].[Cl-].[NH4+]. The catalyst is CO.[Zn]. The product is [CH:1]([N:4]1[C:12]2[C:7](=[CH:8][CH:9]=[C:10]([NH2:13])[CH:11]=2)[CH:6]=[N:5]1)([CH3:3])[CH3:2]. The yield is 0.659.